From a dataset of Peptide-MHC class I binding affinity with 185,985 pairs from IEDB/IMGT. Regression. Given a peptide amino acid sequence and an MHC pseudo amino acid sequence, predict their binding affinity value. This is MHC class I binding data. (1) The peptide sequence is RTLHPFGCK. The MHC is HLA-A02:11 with pseudo-sequence HLA-A02:11. The binding affinity (normalized) is 0.0847. (2) The peptide sequence is YLVDVETIGV. The MHC is HLA-A02:01 with pseudo-sequence HLA-A02:01. The binding affinity (normalized) is 1.00. (3) The peptide sequence is QYVLMPGKV. The MHC is HLA-A24:03 with pseudo-sequence HLA-A24:03. The binding affinity (normalized) is 0.274. (4) The peptide sequence is GTFDTVQII. The MHC is HLA-A02:06 with pseudo-sequence HLA-A02:06. The binding affinity (normalized) is 0.0523. (5) The peptide sequence is VQYRILPMII. The MHC is HLA-A02:06 with pseudo-sequence HLA-A02:06. The binding affinity (normalized) is 0.447.